From a dataset of Reaction yield outcomes from USPTO patents with 853,638 reactions. Predict the reaction yield, written as a fraction of the theoretical maximum amount of product (1.0 means a 100% yield; for example, 0.34 means a 34% yield). (1) The reactants are [C:1](=[O:16])([O:6][CH2:7][CH2:8][CH2:9][CH2:10][O:11][C:12](=[O:15])[CH:13]=[CH2:14])[O:2][CH:3](Cl)[CH3:4].[C:17]([O-:21])(=[O:20])[CH:18]=[CH2:19].[K+]. The catalyst is CN(C)C=O.C1OCCOCCOCCOCCOCCOC1. The product is [C:1](=[O:16])([O:6][CH2:7][CH2:8][CH2:9][CH2:10][O:11][C:12](=[O:15])[CH:13]=[CH2:14])[O:2][CH:3]([O:21][C:17](=[O:20])[CH:18]=[CH2:19])[CH3:4]. The yield is 0.890. (2) The reactants are [F:1][C:2]1[CH:10]=[CH:9][C:8]([N+:11]([O-:13])=[O:12])=[CH:7][C:3]=1[C:4]([OH:6])=[O:5].C(=O)([O-])[O-].[Cs+].[Cs+].CN(C)C=O.[CH2:25](I)[CH3:26]. The catalyst is O. The product is [F:1][C:2]1[CH:10]=[CH:9][C:8]([N+:11]([O-:13])=[O:12])=[CH:7][C:3]=1[C:4]([O:6][CH2:25][CH3:26])=[O:5]. The yield is 0.820. (3) The reactants are [F:1][C:2]1[CH:3]=[C:4]([NH:15][C:16]([C@H:18]2[C:27]3[C:22](=[CH:23][C:24]([O:28][CH3:29])=[CH:25][CH:26]=3)[CH2:21][CH2:20][N:19]2C(OC(C)(C)C)=O)=[O:17])[CH:5]=[C:6]([F:14])[C:7]=1[C:8]([CH3:13])([CH3:12])[CH2:9][O:10][CH3:11].[ClH:37].C(OCC)(=O)C. The catalyst is C(OCC)(=O)C. The product is [ClH:37].[F:1][C:2]1[CH:3]=[C:4]([NH:15][C:16]([C@H:18]2[C:27]3[C:22](=[CH:23][C:24]([O:28][CH3:29])=[CH:25][CH:26]=3)[CH2:21][CH2:20][NH:19]2)=[O:17])[CH:5]=[C:6]([F:14])[C:7]=1[C:8]([CH3:12])([CH3:13])[CH2:9][O:10][CH3:11]. The yield is 1.00. (4) The reactants are [C:9](O[C:9]([O:11][C:12]([CH3:15])([CH3:14])[CH3:13])=[O:10])([O:11][C:12]([CH3:15])([CH3:14])[CH3:13])=[O:10].[CH2:16]([NH:19][CH2:20][CH:21]=[CH2:22])[CH:17]=[CH2:18]. The catalyst is CO. The product is [CH2:16]([N:19]([CH2:20][CH:21]=[CH2:22])[C:9](=[O:10])[O:11][C:12]([CH3:13])([CH3:14])[CH3:15])[CH:17]=[CH2:18]. The yield is 0.990. (5) The reactants are [OH:1][C:2]1[C:9]([CH3:10])=[CH:8][C:5]([CH:6]=[O:7])=[CH:4][C:3]=1[CH3:11].O[CH2:13][CH2:14][N:15]1[CH2:20][CH2:19][O:18][CH2:17][CH2:16]1.C(N(CC)C(C)C)(C)C.CCOC(/N=N/C(OCC)=O)=O. The catalyst is C1COCC1.C(OCC)(=O)C. The product is [CH3:10][C:9]1[CH:8]=[C:5]([CH:4]=[C:3]([CH3:11])[C:2]=1[O:1][CH2:13][CH2:14][N:15]1[CH2:20][CH2:19][O:18][CH2:17][CH2:16]1)[CH:6]=[O:7]. The yield is 0.320.